This data is from Experimentally validated miRNA-target interactions with 360,000+ pairs, plus equal number of negative samples. The task is: Binary Classification. Given a miRNA mature sequence and a target amino acid sequence, predict their likelihood of interaction. The miRNA is hsa-miR-3670 with sequence AGAGCUCACAGCUGUCCUUCUCUA. The protein sequence of the target gene is MSLQSPSRLLELAGQSLLRNQFLTIFILDELPREVFPLMFMEASSMRHFEALKLMVQAWPFLRLPLGSLMKTPHLETLQAVLKGLDTLLAQKLRPRRWKLQVLDLRDVDGNFWTIWSGARALSCSPEAMSKRQTVEDYPRTGEHQPLKVFIDLCQKESTLDECLSYLCRWIHYRRGLVHLCCNKVQNYSMPTSSFRNLLKRVYPDSIQELEIKRKCSLNKTGKFAPYLSQMSNLRKLFLAFGYDDELYVSGQQQFVPDLDCPFLCLYYPQMLYIRKISNIKEHLEHLLRCLKNPLGTFIF.... Result: 0 (no interaction).